This data is from Catalyst prediction with 721,799 reactions and 888 catalyst types from USPTO. The task is: Predict which catalyst facilitates the given reaction. (1) Product: [ClH:12].[Cl:12][C:11]1[CH:7]=[C:3]([C:4]([NH2:6])=[O:5])[C:1](=[NH:2])[N:27]([CH2:26][C:22]2[CH:23]=[CH:24][CH:25]=[C:20]([S:17]([CH3:16])(=[O:19])=[O:18])[CH:21]=2)[CH:10]=1. Reactant: [C:1]([CH:3]([CH:7]1[C:11]([Cl:12])=[C:10](Cl)C(=O)O1)[C:4]([NH2:6])=[O:5])#[N:2].Cl.[CH3:16][S:17]([C:20]1[CH:21]=[C:22]([CH2:26][NH2:27])[CH:23]=[CH:24][CH:25]=1)(=[O:19])=[O:18].C(N(CC)CC)C. The catalyst class is: 645. (2) The catalyst class is: 4. Product: [NH2:1][C:2]1[N:7]=[CH:6][N:5]=[C:4]([NH:8][C@H:9]([C:11]2[N:16]([C:17]3[CH:22]=[CH:21][CH:20]=[CH:19][CH:18]=3)[C:15](=[O:23])[C:14]3=[C:24]([CH3:27])[CH:25]=[CH:26][N:13]3[N:12]=2)[CH3:10])[C:3]=1[C:28]1[CH:33]=[C:32]([C:34]([F:36])([F:37])[F:35])[N:31]=[C:30]([OH:38])[CH:29]=1. Reactant: [NH2:1][C:2]1[N:7]=[CH:6][N:5]=[C:4]([NH:8][C@H:9]([C:11]2[N:16]([C:17]3[CH:22]=[CH:21][CH:20]=[CH:19][CH:18]=3)[C:15](=[O:23])[C:14]3=[C:24]([CH3:27])[CH:25]=[CH:26][N:13]3[N:12]=2)[CH3:10])[C:3]=1[C:28]1[CH:33]=[C:32]([C:34]([F:37])([F:36])[F:35])[N:31]=[C:30]([O:38]C)[CH:29]=1.B(Br)(Br)Br. (3) Reactant: Cl[C:2]1[C:7]([CH:8]=[O:9])=[C:6]([N:10]2[C:22](=[O:23])[C:14]3[CH:15]=[C:16]4[N:21]([C:13]=3[CH:12]=[N:11]2)[CH2:20][CH2:19][CH2:18][CH2:17]4)[N:5]=[CH:4][CH:3]=1.[CH3:24][N:25]1[CH:30]=[C:29](B2OC(C)(C)C(C)(C)O2)[CH:28]=[C:27]([NH:40][C:41]2[CH:46]=[CH:45][C:44]([N:47]3[CH2:52][CH2:51][N:50]([CH:53]4[CH2:56][O:55][CH2:54]4)[CH2:49][C@@H:48]3[CH3:57])=[CH:43][N:42]=2)[C:26]1=[O:58].C([O-])(=O)C.[Na+].[O-]P([O-])([O-])=O.[K+].[K+].[K+]. Product: [CH3:24][N:25]1[C:26](=[O:58])[C:27]([NH:40][C:41]2[CH:46]=[CH:45][C:44]([N:47]3[CH2:52][CH2:51][N:50]([CH:53]4[CH2:54][O:55][CH2:56]4)[CH2:49][C@@H:48]3[CH3:57])=[CH:43][N:42]=2)=[CH:28][C:29]([C:2]2[C:7]([CH:8]=[O:9])=[C:6]([N:10]3[C:22](=[O:23])[C:14]4[CH:15]=[C:16]5[N:21]([C:13]=4[CH:12]=[N:11]3)[CH2:20][CH2:19][CH2:18][CH2:17]5)[N:5]=[CH:4][CH:3]=2)=[CH:30]1. The catalyst class is: 379. (4) Reactant: [NH2:1][C:2]1[CH:7]=[CH:6][N:5]([CH:8]([CH2:19][O:20][C:21]([C:34]2[CH:39]=[CH:38][CH:37]=[CH:36][CH:35]=2)([C:28]2[CH:33]=[CH:32][CH:31]=[CH:30][CH:29]=2)[C:22]2[CH:27]=[CH:26][CH:25]=[CH:24][CH:23]=2)[CH2:9][CH2:10][O:11][Si:12]([C:15]([CH3:18])([CH3:17])[CH3:16])([CH3:14])[CH3:13])[C:4](=[O:40])[N:3]=1.[C:41](Cl)(=[O:48])[C:42]1[CH:47]=[CH:46][CH:45]=[CH:44][CH:43]=1. Product: [Si:12]([O:11][CH2:10][CH2:9][CH:8]([N:5]1[CH:6]=[CH:7][C:2]([NH:1][C:41](=[O:48])[C:42]2[CH:47]=[CH:46][CH:45]=[CH:44][CH:43]=2)=[N:3][C:4]1=[O:40])[CH2:19][O:20][C:21]([C:34]1[CH:39]=[CH:38][CH:37]=[CH:36][CH:35]=1)([C:28]1[CH:29]=[CH:30][CH:31]=[CH:32][CH:33]=1)[C:22]1[CH:23]=[CH:24][CH:25]=[CH:26][CH:27]=1)([C:15]([CH3:16])([CH3:18])[CH3:17])([CH3:13])[CH3:14]. The catalyst class is: 17.